This data is from Catalyst prediction with 721,799 reactions and 888 catalyst types from USPTO. The task is: Predict which catalyst facilitates the given reaction. (1) Reactant: [Si:1]([O:8][CH2:9][CH2:10][CH2:11][CH2:12][CH2:13][CH2:14][CH2:15][CH2:16][CH2:17][CH2:18][CH2:19][CH2:20][C:21]#[C:22][C:23]1[C:32]([O:33][CH3:34])=[CH:31][C:26]([C:27]([O:29][CH3:30])=[O:28])=[CH:25][C:24]=1[O:35][CH3:36])([C:4]([CH3:7])([CH3:6])[CH3:5])([CH3:3])[CH3:2]. Product: [Si:1]([O:8][CH2:9][CH2:10][CH2:11][CH2:12][CH2:13][CH2:14][CH2:15][CH2:16][CH2:17][CH2:18][CH2:19][CH2:20][CH2:21][CH2:22][C:23]1[C:24]([O:35][CH3:36])=[CH:25][C:26]([C:27]([O:29][CH3:30])=[O:28])=[CH:31][C:32]=1[O:33][CH3:34])([C:4]([CH3:7])([CH3:6])[CH3:5])([CH3:2])[CH3:3]. The catalyst class is: 63. (2) Product: [F:69][C:63]1[C:64]([F:68])=[CH:65][CH:66]=[CH:67][C:62]=1[CH2:61][S:60][C:54]1[N:53]=[C:52]([NH:10][S:7]([N:1]2[CH2:6][CH2:5][O:4][CH2:3][CH2:2]2)(=[O:9])=[O:8])[CH:57]=[C:56]([S:58][CH3:59])[N:55]=1. The catalyst class is: 62. Reactant: [N:1]1([S:7]([NH2:10])(=[O:9])=[O:8])[CH2:6][CH2:5][O:4][CH2:3][CH2:2]1.C1(P(C2CCCCC2)C2C=CC=CC=2C2C(C(C)C)=CC(C(C)C)=CC=2C(C)C)CCCCC1.C(=O)([O-])[O-].[Cs+].[Cs+].Cl[C:52]1[CH:57]=[C:56]([S:58][CH3:59])[N:55]=[C:54]([S:60][CH2:61][C:62]2[CH:67]=[CH:66][CH:65]=[C:64]([F:68])[C:63]=2[F:69])[N:53]=1.[Cl-].[NH4+]. (3) Product: [CH3:19][C:18]1[O:17][N:16]=[C:15]([C:20]2[CH:21]=[CH:22][CH:23]=[CH:24][CH:25]=2)[C:14]=1[CH2:13][O:12][C:9]1[N:8]=[N:7][CH:6]=[CH:11][CH:10]=1. The catalyst class is: 29. Reactant: C([O-])=O.[NH4+].Br[C:6]1[N:7]=[N:8][C:9]([O:12][CH2:13][C:14]2[C:15]([C:20]3[CH:25]=[CH:24][CH:23]=[CH:22][CH:21]=3)=[N:16][O:17][C:18]=2[CH3:19])=[CH:10][CH:11]=1. (4) Reactant: C(OC(=O)[NH:7][C:8]1[CH:13]=[CH:12][C:11]([C:14]2[CH:18]=[CH:17][O:16][CH:15]=2)=[CH:10][C:9]=1[NH:19][C:20](=[O:32])[CH2:21][C:22]([C:24]1[CH:29]=[CH:28][CH:27]=[C:26]([C:30]#[N:31])[CH:25]=1)=O)(C)(C)C.C(O)(C(F)(F)F)=O. Product: [O:16]1[CH:17]=[CH:18][C:14]([C:11]2[CH:12]=[CH:13][C:8]3[N:7]=[C:22]([C:24]4[CH:25]=[C:26]([CH:27]=[CH:28][CH:29]=4)[C:30]#[N:31])[CH2:21][C:20](=[O:32])[NH:19][C:9]=3[CH:10]=2)=[CH:15]1. The catalyst class is: 2. (5) Reactant: [CH3:1][C:2]1[CH:3]=[C:4]2[C:8](=[CH:9][CH:10]=1)[NH:7][C:6]([C:11]([NH2:13])=O)=[CH:5]2.P(Cl)(Cl)(Cl)=O.C(Cl)(Cl)Cl. Product: [CH3:1][C:2]1[CH:3]=[C:4]2[C:8](=[CH:9][CH:10]=1)[NH:7][C:6]([C:11]#[N:13])=[CH:5]2. The catalyst class is: 6. (6) Reactant: [BH4-].[Na+].[CH2:3]([O:5][C:6](=[O:31])[C:7]([CH3:30])([CH3:29])[C:8]([C:10]1[CH:15]=[CH:14][C:13]([O:16][CH2:17][C:18]2[C:27]3[C:22](=[CH:23][CH:24]=[CH:25][CH:26]=3)[N:21]=[C:20]([CH3:28])[CH:19]=2)=[CH:12][CH:11]=1)=[O:9])[CH3:4]. Product: [CH2:3]([O:5][C:6](=[O:31])[C:7]([CH3:30])([CH3:29])[CH:8]([OH:9])[C:10]1[CH:15]=[CH:14][C:13]([O:16][CH2:17][C:18]2[C:27]3[C:22](=[CH:23][CH:24]=[CH:25][CH:26]=3)[N:21]=[C:20]([CH3:28])[CH:19]=2)=[CH:12][CH:11]=1)[CH3:4]. The catalyst class is: 5. (7) Reactant: [H-].[Na+].[O:3]=[C:4]([CH2:12][C:13]1[CH:18]=[CH:17][CH:16]=[CH:15][CH:14]=1)[CH2:5]P(=O)(OC)OC.[CH:19]([C@H:21]1[CH2:26][CH2:25][CH2:24][C:23](=[O:27])[N:22]1[CH2:28][C:29]#[C:30][CH2:31][O:32][CH2:33][C:34]#[N:35])=O. Product: [O:27]=[C:23]1[CH2:24][CH2:25][CH2:26][C@H:21](/[CH:19]=[CH:5]/[C:4](=[O:3])[CH2:12][C:13]2[CH:14]=[CH:15][CH:16]=[CH:17][CH:18]=2)[N:22]1[CH2:28][C:29]#[C:30][CH2:31][O:32][CH2:33][C:34]#[N:35]. The catalyst class is: 1. (8) Reactant: C(O[CH2:5][C@@H:6]([C@@H:12]1[CH2:16][O:15][C:14]([C:17]2[CH:22]=[CH:21][CH:20]=[C:19]([O:23]C(=O)C)[C:18]=2[CH3:27])=[N:13]1)[O:7]S(C)(=O)=O)(=O)C.CO.[C:30]([NH:34][C:35]([C@@H:37]1[CH2:46][C@H:45]2[C@H:40]([CH2:41][CH2:42][CH2:43][CH2:44]2)[CH2:39][NH:38]1)=[O:36])([CH3:33])([CH3:32])[CH3:31].C(=O)([O-])[O-].[K+].[K+]. Product: [C:30]([NH:34][C:35]([C@@H:37]1[CH2:46][C@H:45]2[C@H:40]([CH2:41][CH2:42][CH2:43][CH2:44]2)[CH2:39][N:38]1[CH2:5][C@H:6]([C@@H:12]1[CH2:16][O:15][C:14]([C:17]2[CH:22]=[CH:21][CH:20]=[C:19]([OH:23])[C:18]=2[CH3:27])=[N:13]1)[OH:7])=[O:36])([CH3:33])([CH3:31])[CH3:32]. The catalyst class is: 6.